From a dataset of Peptide-MHC class II binding affinity with 134,281 pairs from IEDB. Regression. Given a peptide amino acid sequence and an MHC pseudo amino acid sequence, predict their binding affinity value. This is MHC class II binding data. (1) The peptide sequence is GELAIVDKIDAAFKI. The MHC is DRB1_1101 with pseudo-sequence DRB1_1101. The binding affinity (normalized) is 0.666. (2) The peptide sequence is FWRGENGRKTRSAYE. The MHC is DRB1_0301 with pseudo-sequence DRB1_0301. The binding affinity (normalized) is 0.